Dataset: Catalyst prediction with 721,799 reactions and 888 catalyst types from USPTO. Task: Predict which catalyst facilitates the given reaction. (1) Reactant: [Br:1][C:2]1[CH:3]=[C:4]([N:10]2[CH:14]=[C:13]([C:15]([OH:17])=O)[N:12]=[CH:11]2)[CH:5]=[C:6]([Br:9])[C:7]=1[OH:8].C(N(CC)CC)C.Cl.CN(C)CCCN=C=NCC.OC1C=CC=C[N+]=1[O-].[F:45][C:46]([F:57])([F:56])[O:47][C:48]1[CH:49]=[C:50]([CH:53]=[CH:54][CH:55]=1)[CH2:51][NH2:52]. Product: [Br:9][C:6]1[CH:5]=[C:4]([N:10]2[CH:14]=[C:13]([C:15]([NH:52][CH2:51][C:50]3[CH:53]=[CH:54][CH:55]=[C:48]([O:47][C:46]([F:45])([F:56])[F:57])[CH:49]=3)=[O:17])[N:12]=[CH:11]2)[CH:3]=[C:2]([Br:1])[C:7]=1[OH:8]. The catalyst class is: 22. (2) Reactant: Br[CH2:2][C:3]1[N:8]=[CH:7][C:6]([CH3:9])=[CH:5][N:4]=1.[C-:10]#[N:11].[K+]. Product: [CH3:9][C:6]1[CH:5]=[N:4][C:3]([CH2:2][C:10]#[N:11])=[N:8][CH:7]=1. The catalyst class is: 40. (3) Reactant: C([O:3][C:4](=[O:29])[C:5]1[CH:10]=[CH:9][C:8]([NH:11][C:12]([C:14]2[NH:15][CH:16]=[C:17]([C:19]#[N:20])[N:18]=2)=[O:13])=[C:7]([C:21]2[CH2:26][CH2:25][C:24]([CH3:28])([CH3:27])[CH2:23][CH:22]=2)[CH:6]=1)C.[OH-].[K+].C(O)(C(F)(F)F)=O. Product: [C:19]([C:17]1[N:18]=[C:14]([C:12]([NH:11][C:8]2[CH:9]=[CH:10][C:5]([C:4]([OH:29])=[O:3])=[CH:6][C:7]=2[C:21]2[CH2:26][CH2:25][C:24]([CH3:28])([CH3:27])[CH2:23][CH:22]=2)=[O:13])[NH:15][CH:16]=1)#[N:20]. The catalyst class is: 14. (4) Product: [CH2:20]([O:18][C:10]1[CH:9]=[C:8]([I:7])[CH:17]=[CH:16][C:11]=1[C:12]([O:14][CH3:15])=[O:13])[CH2:21][CH2:22][CH2:23][CH2:24][CH2:25][CH3:26]. The catalyst class is: 3. Reactant: C(=O)([O-])[O-].[Cs+].[Cs+].[I:7][C:8]1[CH:17]=[CH:16][C:11]([C:12]([O:14][CH3:15])=[O:13])=[C:10]([OH:18])[CH:9]=1.I[CH2:20][CH2:21][CH2:22][CH2:23][CH2:24][CH2:25][CH3:26].Cl. (5) Reactant: [OH:1][CH2:2][CH2:3][C:4]1[CH:9]=[CH:8][C:7]([O:10][C:11](=[O:16])[C:12]([CH3:15])([CH3:14])[CH3:13])=[CH:6][CH:5]=1.[Cl:17][C:18]1[CH:19]=[C:20]([C:25]2[CH2:26][CH2:27][C:28](=[O:31])[NH:29][N:30]=2)[CH:21]=[CH:22][C:23]=1O.C1(P(C2C=CC=CC=2)C2C=CC=CC=2)C=CC=CC=1.N(C(OC(C)C)=O)=NC(OC(C)C)=O. Product: [Cl:17][C:18]1[CH:19]=[C:20]([C:25]2[CH2:26][CH2:27][C:28](=[O:31])[NH:29][N:30]=2)[CH:21]=[CH:22][C:23]=1[O:1][CH2:2][CH2:3][C:4]1[CH:9]=[CH:8][C:7]([O:10][C:11](=[O:16])[C:12]([CH3:13])([CH3:15])[CH3:14])=[CH:6][CH:5]=1. The catalyst class is: 4. (6) Reactant: [F:1][C:2]([F:15])([F:14])[C:3]1[CH:4]=[C:5]([CH:7]=[C:8]([C:10]([F:13])([F:12])[F:11])[CH:9]=1)[NH2:6].C(N(CC)CC)C.Cl[CH2:24][CH2:25][N:26]=[C:27]=[O:28].C(OCC)(=O)C. Product: [F:1][C:2]([F:14])([F:15])[C:3]1[CH:4]=[C:5]([N:6]2[CH2:24][CH2:25][NH:26][C:27]2=[O:28])[CH:7]=[C:8]([C:10]([F:11])([F:12])[F:13])[CH:9]=1. The catalyst class is: 11. (7) Reactant: [CH2:1]([N:3]([CH2:30][C:31](O)=[O:32])[C:4]([C:6]1[CH:7]=[C:8]2[C:16](=[CH:17][CH:18]=1)[N:15]([S:19]([CH2:22][CH3:23])(=[O:21])=[O:20])[C:14]1[CH2:13][CH2:12][CH:11]([CH:24]3[CH2:29][CH2:28][O:27][CH2:26][CH2:25]3)[CH2:10][C:9]2=1)=[O:5])[CH3:2].[CH3:34][O:35][CH2:36][CH2:37][NH2:38].C(N(C(C)C)C(C)C)C.CN(C(ON1N=NC2C=CC=NC1=2)=[N+](C)C)C.F[P-](F)(F)(F)(F)F. Product: [CH2:1]([N:3]([CH2:30][C:31]([NH:38][CH2:37][CH2:36][O:35][CH3:34])=[O:32])[C:4]([C:6]1[CH:7]=[C:8]2[C:16](=[CH:17][CH:18]=1)[N:15]([S:19]([CH2:22][CH3:23])(=[O:21])=[O:20])[C:14]1[CH2:13][CH2:12][CH:11]([CH:24]3[CH2:29][CH2:28][O:27][CH2:26][CH2:25]3)[CH2:10][C:9]2=1)=[O:5])[CH3:2]. The catalyst class is: 517. (8) Reactant: [N:1]1[C:6]2[CH2:7][CH2:8][NH:9][CH2:10][CH2:11][C:5]=2[C:4]([OH:12])=[N:3][CH:2]=1.[Cl:13][C:14]1[C:23]2[C:18](=[CH:19][CH:20]=[CH:21][CH:22]=2)[C:17](Cl)=[N:16][N:15]=1.CCN(CC)CC. The catalyst class is: 18. Product: [Cl:13][C:14]1[C:23]2[C:18](=[CH:19][CH:20]=[CH:21][CH:22]=2)[C:17]([N:9]2[CH2:10][CH2:11][C:5]3[C:4]([OH:12])=[N:3][CH:2]=[N:1][C:6]=3[CH2:7][CH2:8]2)=[N:16][N:15]=1.